Predict the product of the given reaction. From a dataset of Forward reaction prediction with 1.9M reactions from USPTO patents (1976-2016). (1) Given the reactants Cl[C:2]1[CH:20]=CC(C(OC2CNC2)C2C=CC(Cl)=CC=2)=C[CH:3]=1.[N-]=C=O.Cl[C:25]1[CH:50]=[C:49]([Cl:51])[CH:48]=[CH:47][C:26]=1[CH:27]([O:35][CH:36]1[CH2:39][N:38]([C:40]([NH:42][C:43]([CH3:46])(C)[CH3:44])=[O:41])[CH2:37]1)[C:28]1[CH:33]=[CH:32][C:31]([Cl:34])=[CH:30][CH:29]=1, predict the reaction product. The product is: [Cl:34][C:31]1[CH:30]=[CH:29][C:28]([CH:27]([O:35][CH:36]2[CH2:39][N:38]([C:40]([NH:42][CH:43]3[CH2:44][CH2:20][CH2:2][CH2:3][CH2:46]3)=[O:41])[CH2:37]2)[C:26]2[CH:47]=[CH:48][C:49]([Cl:51])=[CH:50][CH:25]=2)=[CH:33][CH:32]=1. (2) The product is: [CH3:23][O:24][C:25](=[O:41])[CH:26]([NH:30][C:31](=[O:40])[C:32]1[C:33]([Cl:39])=[CH:34][CH:35]=[CH:36][C:37]=1[Cl:38])[CH2:27]/[CH:28]=[CH:29]/[C:43]1[CH:48]=[CH:47][C:46]([N:49]([CH:56]([CH3:58])[CH3:57])[C:50]2[N:51]=[CH:52][CH:53]=[CH:54][N:55]=2)=[CH:45][CH:44]=1. Given the reactants CC1C=CC=CC=1P(C1C=CC=CC=1C)C1C=CC=CC=1C.[CH3:23][O:24][C:25](=[O:41])[CH:26]([NH:30][C:31](=[O:40])[C:32]1[C:37]([Cl:38])=[CH:36][CH:35]=[CH:34][C:33]=1[Cl:39])[CH2:27][CH:28]=[CH2:29].I[C:43]1[CH:48]=[CH:47][C:46]([N:49]([CH:56]([CH3:58])[CH3:57])[C:50]2[N:55]=[CH:54][CH:53]=[CH:52][N:51]=2)=[CH:45][CH:44]=1.C(=O)([O-])[O-].[K+].[K+], predict the reaction product.